Dataset: Catalyst prediction with 721,799 reactions and 888 catalyst types from USPTO. Task: Predict which catalyst facilitates the given reaction. (1) Reactant: Br[C:2]1[C:7]([N+:8]([O-:10])=[O:9])=[CH:6][C:5]([Br:11])=[C:4]([CH3:12])[N:3]=1.[CH3:13][C:14]1([CH3:21])[O:18][C@@H:17]([CH2:19][NH2:20])[CH2:16][O:15]1.C(N(C(C)C)C(C)C)C. Product: [Br:11][C:5]1[CH:6]=[C:7]([N+:8]([O-:10])=[O:9])[C:2]([NH:20][CH2:19][C@H:17]2[CH2:16][O:15][C:14]([CH3:21])([CH3:13])[O:18]2)=[N:3][C:4]=1[CH3:12]. The catalyst class is: 2. (2) Reactant: [CH2:1]([O:3][C:4](=[O:18])[CH2:5][CH:6]1[O:10][B:9]([OH:11])[C:8]2[CH:12]=[C:13]([OH:17])[CH:14]=[C:15]([CH3:16])[C:7]1=2)[CH3:2].C([O-])([O-])=O.[Cs+].[Cs+].[C:25]([O:29][C:30]([C:32]1[S:36][C:35](Cl)=[N:34][CH:33]=1)=[O:31])([CH3:28])([CH3:27])[CH3:26].Cl. Product: [C:25]([O:29][C:30]([C:32]1[S:36][C:35]([O:17][C:13]2[CH:14]=[C:15]([CH3:16])[C:7]3[CH:6]([CH2:5][C:4]([O:3][CH2:1][CH3:2])=[O:18])[O:10][B:9]([OH:11])[C:8]=3[CH:12]=2)=[N:34][CH:33]=1)=[O:31])([CH3:28])([CH3:26])[CH3:27]. The catalyst class is: 3. (3) Reactant: C([O:3][C:4](=[CH2:24])[C:5]([C:14]1[CH:19]=[CH:18][C:17]([C:20]([F:23])([F:22])[F:21])=[CH:16][CH:15]=1)=[CH:6]/[CH:7]=[CH:8]\[C:9]([O:11][CH2:12][CH3:13])=[O:10])C.Cl.O. Product: [C:4](/[C:5](/[C:14]1[CH:15]=[CH:16][C:17]([C:20]([F:21])([F:22])[F:23])=[CH:18][CH:19]=1)=[CH:6]\[CH:7]=[CH:8]\[C:9]([O:11][CH2:12][CH3:13])=[O:10])(=[O:3])[CH3:24]. The catalyst class is: 1. (4) Reactant: [Cl:1][C:2]1[CH:10]=[CH:9][C:8](F)=[CH:7][C:3]=1[C:4]([NH2:6])=[O:5].C(=O)([O-])[O-].[K+].[K+].[CH3:18][N:19]1[CH2:24][CH2:23][NH:22][CH2:21][CH2:20]1.O. Product: [Cl:1][C:2]1[CH:10]=[CH:9][C:8]([N:22]2[CH2:23][CH2:24][N:19]([CH3:18])[CH2:20][CH2:21]2)=[CH:7][C:3]=1[C:4]([NH2:6])=[O:5]. The catalyst class is: 16.